Dataset: Full USPTO retrosynthesis dataset with 1.9M reactions from patents (1976-2016). Task: Predict the reactants needed to synthesize the given product. Given the product [F:36][C:33]1[CH:34]=[CH:35][C:30]([CH2:29][C:28]2[C:23]([N:19]3[CH2:18][C:17]4[CH:38]=[C:13]([C:11]5[CH:12]=[C:7]6[NH:6][C:5]([NH2:4])=[N:39][C:8]6=[N:9][CH:10]=5)[CH:14]=[CH:15][C:16]=4[O:22][CH2:21][CH2:20]3)=[N:24][CH:25]=[N:26][C:27]=2[CH3:37])=[CH:31][CH:32]=1, predict the reactants needed to synthesize it. The reactants are: COC(=O)[NH:4][C:5]1[NH:6][C:7]2[C:8]([N:39]=1)=[N:9][CH:10]=[C:11]([C:13]1[CH:14]=[CH:15][C:16]3[O:22][CH2:21][CH2:20][N:19]([C:23]4[C:28]([CH2:29][C:30]5[CH:35]=[CH:34][C:33]([F:36])=[CH:32][CH:31]=5)=[C:27]([CH3:37])[N:26]=[CH:25][N:24]=4)[CH2:18][C:17]=3[CH:38]=1)[CH:12]=2.Cl.